The task is: Predict the reactants needed to synthesize the given product.. This data is from Full USPTO retrosynthesis dataset with 1.9M reactions from patents (1976-2016). (1) Given the product [NH4+:9].[CH2:15]([O:14][P:11]([CH2:10][NH:9][S:6]([C:2]1[S:1][CH:5]=[CH:4][CH:3]=1)(=[O:7])=[O:8])(=[O:12])[O-:13])[C:16]1[CH:21]=[CH:20][CH:19]=[CH:18][CH:17]=1, predict the reactants needed to synthesize it. The reactants are: [S:1]1[CH:5]=[CH:4][CH:3]=[C:2]1[S:6]([NH:9][CH2:10][P:11](=[O:14])([OH:13])[OH:12])(=[O:8])=[O:7].[CH2:15](O)[C:16]1[CH:21]=[CH:20][CH:19]=[CH:18][CH:17]=1. (2) Given the product [CH3:16][C:13]1([CH3:17])[N:12]([CH2:19][C:20]2[C:29]3[C:24](=[CH:25][CH:26]=[CH:27][CH:28]=3)[CH:23]=[CH:22][CH:21]=2)[N:11]([CH:2]2[CH:3]3[CH2:4][CH:5]4[CH2:6][CH:7]([CH2:8][CH:1]2[CH2:10]4)[CH2:9]3)[C:14]1=[O:15], predict the reactants needed to synthesize it. The reactants are: [CH:1]12[CH2:10][CH:5]3[CH2:6][CH:7]([CH2:9][CH:3]([CH2:4]3)[CH:2]1[N:11]1[C:14](=[O:15])[C:13]([CH3:17])([CH3:16])[NH:12]1)[CH2:8]2.Br[CH2:19][C:20]1[C:29]2[C:24](=[CH:25][CH:26]=[CH:27][CH:28]=2)[CH:23]=[CH:22][CH:21]=1. (3) The reactants are: [I:1][C:2]1[C:10]2[C:5](=[N:6][CH:7]=[N:8][C:9]=2[NH2:11])[NH:4][N:3]=1.CS(O[C@@H:17]1[CH2:21][CH2:20][N:19]([C:22]([O:24][C:25]([CH3:28])([CH3:27])[CH3:26])=[O:23])[CH2:18]1)(=O)=O.C(=O)([O-])[O-].[K+].[K+].C(OCC)(=O)C. Given the product [NH2:11][C:9]1[N:8]=[CH:7][N:6]=[C:5]2[N:4]([C@H:21]3[CH2:17][CH2:18][N:19]([C:22]([O:24][C:25]([CH3:28])([CH3:27])[CH3:26])=[O:23])[CH2:20]3)[N:3]=[C:2]([I:1])[C:10]=12, predict the reactants needed to synthesize it. (4) Given the product [Br:1][C:2]1[CH:3]=[C:4]([CH3:9])[CH:5]=[C:6]([C:11]#[N:12])[CH:7]=1, predict the reactants needed to synthesize it. The reactants are: [Br:1][C:2]1[CH:3]=[C:4]([CH3:9])[CH:5]=[C:6](Br)[CH:7]=1.[Cu][C:11]#[N:12]. (5) Given the product [C:28]([S:30][CH2:9][CH2:8][CH2:7][CH:2]([C:3]([O:5][CH3:6])=[O:4])[O:11][C:12]1[CH:13]=[C:14]([CH:19]=[CH:20][CH:21]=1)[C:15]([O:17][CH3:18])=[O:16])(=[O:31])[CH3:29], predict the reactants needed to synthesize it. The reactants are: Br[CH:2]([CH2:7][CH2:8][CH2:9]Br)[C:3]([O:5][CH3:6])=[O:4].[OH:11][C:12]1[CH:13]=[C:14]([CH:19]=[CH:20][CH:21]=1)[C:15]([O:17][CH3:18])=[O:16].C([O-])([O-])=O.[K+].[K+].[C:28]([O-:31])(=[S:30])[CH3:29].[K+]. (6) The reactants are: [F:1][C:2]1[CH:3]=[C:4]([C@@H:17]([NH:21][C:22](=[O:28])[O:23][C:24]([CH3:27])([CH3:26])[CH3:25])[CH2:18][CH:19]=[CH2:20])[CH:5]=[C:6]([C:8]2[N:12]([CH3:13])[N:11]=[CH:10][C:9]=2[N+:14]([O-])=O)[CH:7]=1.[NH4+].[Cl-]. Given the product [NH2:14][C:9]1[CH:10]=[N:11][N:12]([CH3:13])[C:8]=1[C:6]1[CH:5]=[C:4]([C@@H:17]([NH:21][C:22](=[O:28])[O:23][C:24]([CH3:26])([CH3:25])[CH3:27])[CH2:18][CH:19]=[CH2:20])[CH:3]=[C:2]([F:1])[CH:7]=1, predict the reactants needed to synthesize it. (7) Given the product [S:20]1[CH:24]=[CH:23][CH:22]=[C:21]1[C:2]1[C:12]2[O:11][CH2:10][CH2:9][N:8]([C:13]([O:15][C:16]([CH3:19])([CH3:18])[CH3:17])=[O:14])[CH2:7][C:6]=2[CH:5]=[CH:4][CH:3]=1, predict the reactants needed to synthesize it. The reactants are: Br[C:2]1[C:12]2[O:11][CH2:10][CH2:9][N:8]([C:13]([O:15][C:16]([CH3:19])([CH3:18])[CH3:17])=[O:14])[CH2:7][C:6]=2[CH:5]=[CH:4][CH:3]=1.[S:20]1[CH:24]=[CH:23][CH:22]=[C:21]1B(O)O.O. (8) The reactants are: [C:1]([C:3]1[CH:4]=[C:5]([C:10]([O:12][C:13]([CH3:16])([CH3:15])[CH3:14])=[O:11])[S:6][C:7]=1SC)#[N:2].O[O:18][S:19]([O-:21])=O.[K+].[CH3:23]N(C)C=O. Given the product [C:1]([C:3]1[CH:4]=[C:5]([C:10]([O:12][C:13]([CH3:14])([CH3:16])[CH3:15])=[O:11])[S:6][C:7]=1[S:19]([CH3:23])(=[O:21])=[O:18])#[N:2], predict the reactants needed to synthesize it.